Dataset: Retrosynthesis with 50K atom-mapped reactions and 10 reaction types from USPTO. Task: Predict the reactants needed to synthesize the given product. (1) Given the product O=C(c1ccc(Cl)cc1)c1ccc(CSC(F)F)cc1, predict the reactants needed to synthesize it. The reactants are: FC(F)Cl.O=C(c1ccc(Cl)cc1)c1ccc(CS)cc1. (2) Given the product COC(=O)c1ccccc1NC(=O)c1cccc(N)c1, predict the reactants needed to synthesize it. The reactants are: COC(=O)c1ccccc1NC(=O)c1cccc([N+](=O)[O-])c1. (3) Given the product Cc1ccccc1-c1cnc2nc(N)ncc2c1, predict the reactants needed to synthesize it. The reactants are: Cc1ccccc1B(O)O.Nc1ncc2cc(Cl)cnc2n1. (4) The reactants are: Nc1cccc(-c2nc3sccn3c2-c2ccnc(Nc3cccc(CCN4CCOCC4)c3)n2)c1.O=C(Cl)c1ccccc1F. Given the product O=C(Nc1cccc(-c2nc3sccn3c2-c2ccnc(Nc3cccc(CCN4CCOCC4)c3)n2)c1)c1ccccc1F, predict the reactants needed to synthesize it. (5) The reactants are: Brc1ccc2[nH]c3ccccc3c2c1.CC(C)(C)OC(=O)OC(=O)OC(C)(C)C. Given the product CC(C)(C)OC(=O)n1c2ccccc2c2cc(Br)ccc21, predict the reactants needed to synthesize it.